Dataset: Acute oral toxicity (LD50) regression data from Zhu et al.. Task: Regression/Classification. Given a drug SMILES string, predict its toxicity properties. Task type varies by dataset: regression for continuous values (e.g., LD50, hERG inhibition percentage) or binary classification for toxic/non-toxic outcomes (e.g., AMES mutagenicity, cardiotoxicity, hepatotoxicity). Dataset: ld50_zhu. (1) The compound is O=C1C(O)=C(CC=C(Cl)Cl)C(=O)c2ccccc21. The rat oral LD50 is 3.00, given as -log10 of the dose in mol/kg body weight (higher means more acutely toxic). (2) The compound is CN1CCC2(C)c3cc(OC(=O)NCCCCCCCCN4CCOCC4)ccc3N(C)C12. The rat oral LD50 is 4.30, given as -log10 of the dose in mol/kg body weight (higher means more acutely toxic). (3) The drug is CC(C)CCCCCOC(=O)c1ccccc1C(=O)OCCCCCC(C)C. The rat oral LD50 is 1.25, given as -log10 of the dose in mol/kg body weight (higher means more acutely toxic). (4) The molecule is CCCC(=O)OC(C(Cl)(Cl)Cl)P(=O)(OC)OC. The rat oral LD50 is 2.47, given as -log10 of the dose in mol/kg body weight (higher means more acutely toxic).